From a dataset of Full USPTO retrosynthesis dataset with 1.9M reactions from patents (1976-2016). Predict the reactants needed to synthesize the given product. (1) Given the product [Cl:23][C:21]1[C:9]2[C:10](=[CH:5][CH:6]=[CH:7][CH:8]=2)[CH2:1][O:2][C:3]=1[CH:4]=[O:11], predict the reactants needed to synthesize it. The reactants are: [CH2:1]1[C:10]2[C:5](=[CH:6][CH:7]=[CH:8][CH:9]=2)[C:4](=[O:11])[CH2:3][O:2]1.O=P(Cl)(Cl)Cl.C(#N)C.O.[CH2:21]([Cl:23])Cl. (2) Given the product [CH2:1]([O:5][CH2:6][CH2:7][O:8][C:9]1[CH:10]=[CH:11][C:12]([C:15]2[CH:16]=[CH:17][C:18]3[N:24]([CH2:25][CH2:26][CH3:27])[CH2:23][CH2:22][C:21]([C:28]([NH:30][C:31]4[CH:32]=[CH:33][C:34]([S:37]([CH2:38][C:39]5[N:43]([CH3:44])[CH:42]=[N:41][N:40]=5)=[O:54])=[CH:35][CH:36]=4)=[O:29])=[CH:20][C:19]=3[CH:45]=2)=[CH:13][CH:14]=1)[CH2:2][CH2:3][CH3:4], predict the reactants needed to synthesize it. The reactants are: [CH2:1]([O:5][CH2:6][CH2:7][O:8][C:9]1[CH:14]=[CH:13][C:12]([C:15]2[CH:16]=[CH:17][C:18]3[N:24]([CH2:25][CH2:26][CH3:27])[CH2:23][CH2:22][C:21]([C:28]([NH:30][C:31]4[CH:36]=[CH:35][C:34]([S:37][CH2:38][C:39]5[N:43]([CH3:44])[CH:42]=[N:41][N:40]=5)=[CH:33][CH:32]=4)=[O:29])=[CH:20][C:19]=3[CH:45]=2)=[CH:11][CH:10]=1)[CH2:2][CH2:3][CH3:4].ClC1C=CC=C(C(OO)=[O:54])C=1.S([O-])([O-])(=O)=S.[Na+].[Na+]. (3) Given the product [C:30]1([C:21]2[C:15]3[O:14][CH:13]([CH2:12][NH2:93])[CH2:17][C:16]=3[CH:18]=[CH:19][CH:20]=2)[C:39]2[C:34](=[CH:35][CH:36]=[CH:37][CH:38]=2)[CH:33]=[CH:32][CH:31]=1, predict the reactants needed to synthesize it. The reactants are: CC1C=CC(S(O[CH2:12][CH:13]2[CH2:17][C:16]3[CH:18]=[CH:19][CH:20]=[C:21](OS(C(F)(F)F)(=O)=O)[C:15]=3[O:14]2)(=O)=O)=CC=1.[C:30]1(B(O)O)[C:39]2[C:34](=[CH:35][CH:36]=[CH:37][CH:38]=2)[CH:33]=[CH:32][CH:31]=1.P([O-])([O-])([O-])=O.[K+].[K+].[K+].CC1C=CC(S(OCC2CC3C=CC=C(C4C5C(=CC=CC=5)C=CC=4)C=3O2)(=O)=O)=CC=1.S(C1C=CC(C)=CC=1)([O-])(=O)=O.[N-:93]=[N+]=[N-].[Na+].N(CC1CC2C=CC=C(C3C4C(=CC=CC=4)C=CC=3)C=2O1)=[N+]=[N-].[N-]=[N+]=[N-]. (4) The reactants are: [C:1]([O:4][CH2:5][C:6](=[O:29])[C:7]1[C@:24]2([CH3:25])[C@H:10]([C@H:11]3[C@:21]([F:27])([C@@H:22]([OH:26])[CH2:23]2)[C@:19]2([CH3:20])[C:14](=[CH:15][C:16](=[O:28])[CH:17]=[CH:18]2)[CH2:13][CH2:12]3)[CH2:9][CH:8]=1)(=[O:3])[CH3:2].[C:30]([O:39][CH2:40][CH:41]=[CH2:42])(=[O:38])[CH2:31][C:32]([O:34][CH2:35][CH:36]=[CH2:37])=[O:33].C1CCN2C(=NCCC2)CC1. Given the product [CH2:35]([O:34][C:32](=[O:33])[CH:31]([C@@H:8]1[CH2:9][C@@H:10]2[C@:24]([CH3:25])([CH2:23][C@H:22]([OH:26])[C@@:21]3([F:27])[C@H:11]2[CH2:12][CH2:13][C:14]2[C@:19]3([CH3:20])[CH:18]=[CH:17][C:16](=[O:28])[CH:15]=2)[C@H:7]1[C:6](=[O:29])[CH2:5][O:4][C:1](=[O:3])[CH3:2])[C:30]([O:39][CH2:40][CH:41]=[CH2:42])=[O:38])[CH:36]=[CH2:37], predict the reactants needed to synthesize it.